The task is: Predict the reactants needed to synthesize the given product.. This data is from Full USPTO retrosynthesis dataset with 1.9M reactions from patents (1976-2016). (1) Given the product [CH2:27]([N:4]([CH2:1][CH2:2][CH3:3])[CH2:5][CH2:6][CH2:7][CH2:8][N:9]1[CH2:17][C:16]2[C:11](=[CH:12][CH:13]=[C:14]([CH2:18][N:19]([CH2:20][C:21]3[NH:22][CH:23]=[CH:24][N:25]=3)[CH2:36][C:32]3[N:31]([CH3:30])[CH:35]=[CH:34][N:33]=3)[CH:15]=2)[C:10]1=[O:26])[CH2:28][CH3:29], predict the reactants needed to synthesize it. The reactants are: [CH2:1]([N:4]([CH2:27][CH2:28][CH3:29])[CH2:5][CH2:6][CH2:7][CH2:8][N:9]1[CH2:17][C:16]2[C:11](=[CH:12][CH:13]=[C:14]([CH2:18][NH:19][CH2:20][C:21]3[NH:22][CH:23]=[CH:24][N:25]=3)[CH:15]=2)[C:10]1=[O:26])[CH2:2][CH3:3].[CH3:30][N:31]1[CH:35]=[CH:34][N:33]=[C:32]1[CH:36]=O.C([BH3-])#N.[Na+].C(=O)([O-])O.[Na+]. (2) Given the product [Cl:17][C:18]1[CH:23]=[CH:22][C:21]([CH:1]([OH:2])[C:3]2[CH:4]=[N:5][CH:6]=[CH:7][C:8]=2[C:9]2[CH:10]=[C:11]([CH:14]=[CH:15][CH:16]=2)[C:12]#[N:13])=[CH:20][CH:19]=1, predict the reactants needed to synthesize it. The reactants are: [CH:1]([C:3]1[CH:4]=[N:5][CH:6]=[CH:7][C:8]=1[C:9]1[CH:10]=[C:11]([CH:14]=[CH:15][CH:16]=1)[C:12]#[N:13])=[O:2].[Cl:17][C:18]1[CH:23]=[CH:22][C:21]([Mg]Br)=[CH:20][CH:19]=1. (3) Given the product [CH2:1]([O:8][C:9]1[CH:14]=[CH:13][N:12]([C:17]2[S:21][C:20]([C:22]([NH:24][CH2:25][CH3:26])=[O:23])=[C:19]([CH3:27])[CH:18]=2)[C:11](=[O:15])[CH:10]=1)[C:2]1[CH:3]=[CH:4][CH:5]=[CH:6][CH:7]=1, predict the reactants needed to synthesize it. The reactants are: [CH2:1]([O:8][C:9]1[CH:14]=[CH:13][NH:12][C:11](=[O:15])[CH:10]=1)[C:2]1[CH:7]=[CH:6][CH:5]=[CH:4][CH:3]=1.Br[C:17]1[S:21][C:20]([C:22]([NH:24][CH2:25][CH3:26])=[O:23])=[C:19]([CH3:27])[CH:18]=1. (4) Given the product [F:1][C:2]1[CH:3]=[C:4]([C:9]2[CH:18]=[N:17][C:16]3[C:15]([C:19]([OH:21])=[O:20])=[C:14]([OH:23])[C:13]([C:25]4[S:26][CH:27]=[CH:28][CH:29]=4)=[CH:12][C:11]=3[N:10]=2)[CH:5]=[CH:6][C:7]=1[F:8], predict the reactants needed to synthesize it. The reactants are: [F:1][C:2]1[CH:3]=[C:4]([C:9]2[CH:18]=[N:17][C:16]3[C:15]([C:19]([O:21]C)=[O:20])=[C:14]([O:23]C)[C:13]([C:25]4[S:26][CH:27]=[CH:28][CH:29]=4)=[CH:12][C:11]=3[N:10]=2)[CH:5]=[CH:6][C:7]=1[F:8].B(Br)(Br)Br. (5) Given the product [NH2:4][C:3]1[C:2]([CH3:1])=[CH:8][C:7]([O:9][C:10]2[CH:11]=[C:12]([NH:19][CH3:20])[C:13]([NH2:16])=[CH:14][CH:15]=2)=[CH:6][C:5]=1[CH3:21], predict the reactants needed to synthesize it. The reactants are: [CH3:1][C:2]1[CH:8]=[C:7]([O:9][C:10]2[CH:15]=[CH:14][C:13]([N+:16]([O-])=O)=[C:12]([NH:19][CH3:20])[CH:11]=2)[CH:6]=[C:5]([CH3:21])[C:3]=1[NH2:4]. (6) Given the product [Br:8][C:9]1[N:14]=[C:13]([Cl:15])[C:12]2[N:16]=[CH:1][NH:17][C:11]=2[CH:10]=1, predict the reactants needed to synthesize it. The reactants are: [C:1](OC(=O)C)(=O)C.[Br:8][C:9]1[N:14]=[C:13]([Cl:15])[C:12]([NH2:16])=[C:11]([NH2:17])[CH:10]=1.C(OCC)(OCC)OCC.[OH-].[Na+].